This data is from Full USPTO retrosynthesis dataset with 1.9M reactions from patents (1976-2016). The task is: Predict the reactants needed to synthesize the given product. (1) Given the product [C:1]1([N:11]2[C:15]([S:16][CH2:17][C:18]([OH:20])=[O:19])=[C:14]([Si:23]([CH3:26])([CH3:25])[CH3:24])[N:13]=[N:12]2)[C:10]2[C:5](=[CH:6][CH:7]=[CH:8][CH:9]=2)[CH:4]=[CH:3][CH:2]=1, predict the reactants needed to synthesize it. The reactants are: [C:1]1([N:11]2[C:15]([S:16][CH2:17][C:18]([O:20]CC)=[O:19])=[C:14]([Si:23]([CH3:26])([CH3:25])[CH3:24])[N:13]=[N:12]2)[C:10]2[C:5](=[CH:6][CH:7]=[CH:8][CH:9]=2)[CH:4]=[CH:3][CH:2]=1.[OH-].[Na+]. (2) Given the product [F:1][C:2]1[CH:3]=[C:4]([CH:5]=[CH:6][C:7]=1[O:8][C:9]1[CH:14]=[CH:13][CH:12]=[C:11]([C:15]([F:17])([F:18])[F:16])[CH:10]=1)[CH2:19][O:20][C:22]1[CH:32]=[C:26]2[N:27]([CH3:31])[CH2:28][CH2:29][CH2:30][N:25]2[C:24](=[O:33])[N:23]=1, predict the reactants needed to synthesize it. The reactants are: [F:1][C:2]1[CH:3]=[C:4]([CH2:19][OH:20])[CH:5]=[CH:6][C:7]=1[O:8][C:9]1[CH:14]=[CH:13][CH:12]=[C:11]([C:15]([F:18])([F:17])[F:16])[CH:10]=1.Cl[C:22]1[CH:32]=[C:26]2[N:27]([CH3:31])[CH2:28][CH2:29][CH2:30][N:25]2[C:24](=[O:33])[N:23]=1. (3) Given the product [CH2:13]([C:2]1[S:22][C:21]([NH2:23])=[N:20][C:3]=1[C:5]1[CH:10]=[CH:9][C:8]([O:11][CH3:12])=[CH:7][CH:6]=1)[C:14]1[CH:19]=[CH:18][CH:17]=[CH:16][CH:15]=1, predict the reactants needed to synthesize it. The reactants are: Br[CH:2]([CH2:13][C:14]1[CH:19]=[CH:18][CH:17]=[CH:16][CH:15]=1)[C:3]([C:5]1[CH:10]=[CH:9][C:8]([O:11][CH3:12])=[CH:7][CH:6]=1)=O.[NH2:20][C:21]([NH2:23])=[S:22].C([O-])(=O)C.[Na+].